From a dataset of Catalyst prediction with 721,799 reactions and 888 catalyst types from USPTO. Predict which catalyst facilitates the given reaction. The catalyst class is: 52. Reactant: [NH:1]1[C:9]2[C:4](=[CH:5][CH:6]=[CH:7][CH:8]=2)[CH2:3][C:2]1=[O:10].C1C(=O)N([I:18])C(=O)C1.O.CCOC(C)=O. Product: [I:18][C:6]1[CH:5]=[C:4]2[C:9](=[CH:8][CH:7]=1)[NH:1][C:2](=[O:10])[CH2:3]2.